From a dataset of Reaction yield outcomes from USPTO patents with 853,638 reactions. Predict the reaction yield, written as a fraction of the theoretical maximum amount of product (1.0 means a 100% yield; for example, 0.34 means a 34% yield). The reactants are [C:1]([O:5][C:6](=[O:28])[C:7]1[CH:12]=[CH:11][C:10]([CH2:13][N:14]([C:17](=[O:27])[CH:18]=[C:19]2[C:23](=O)[O:22]C(C)(C)[O:20]2)[O:15][CH3:16])=[CH:9][CH:8]=1)([CH3:4])([CH3:3])[CH3:2].[CH3:29][S:30]([NH2:33])(=[O:32])=[O:31]. No catalyst specified. The product is [C:1]([O:5][C:6](=[O:28])[C:7]1[CH:12]=[CH:11][C:10]([CH2:13][N:14]([C:17](=[O:27])[CH:18]=[C:19]([OH:20])[C:23]([NH:33][S:30]([CH3:29])(=[O:32])=[O:31])=[O:22])[O:15][CH3:16])=[CH:9][CH:8]=1)([CH3:4])([CH3:3])[CH3:2]. The yield is 0.670.